This data is from Forward reaction prediction with 1.9M reactions from USPTO patents (1976-2016). The task is: Predict the product of the given reaction. (1) Given the reactants [Br:1][C:2]1[C:3](Cl)=[C:4]([N+:9]([O-:11])=[O:10])[C:5]([NH2:8])=[N:6][CH:7]=1.[O:13]([CH2:20][C:21]([N:23]1[CH2:28][CH2:27][NH:26][CH2:25][CH2:24]1)=[O:22])[C:14]1[CH:19]=[CH:18][CH:17]=[CH:16][CH:15]=1.Cl.C(N(C(C)C)CC)(C)C, predict the reaction product. The product is: [NH2:8][C:5]1[C:4]([N+:9]([O-:11])=[O:10])=[C:3]([N:26]2[CH2:25][CH2:24][N:23]([C:21](=[O:22])[CH2:20][O:13][C:14]3[CH:15]=[CH:16][CH:17]=[CH:18][CH:19]=3)[CH2:28][CH2:27]2)[C:2]([Br:1])=[CH:7][N:6]=1. (2) The product is: [CH3:5][C:6]1[N:11]=[C:10]([C:12]([Cl:3])=[O:14])[CH:9]=[CH:8][CH:7]=1. Given the reactants S(Cl)([Cl:3])=O.[CH3:5][C:6]1[N:11]=[C:10]([C:12]([OH:14])=O)[CH:9]=[CH:8][CH:7]=1, predict the reaction product. (3) Given the reactants [OH:1][C:2]1[CH:10]=[CH:9][C:8]2[N:7]3[CH2:11][CH2:12][CH:13]([CH2:14][C:15]([O:17][CH2:18][CH3:19])=[O:16])[C:6]3=[CH:5][C:4]=2[C:3]=1[CH3:20].C(=O)([O-])[O-].[Cs+].[Cs+].Cl[CH2:28][C:29]1[CH:30]=[CH:31][C:32]([O:37][CH:38]([CH3:40])[CH3:39])=[C:33]([CH:36]=1)[C:34]#[N:35], predict the reaction product. The product is: [C:34]([C:33]1[CH:36]=[C:29]([CH:30]=[CH:31][C:32]=1[O:37][CH:38]([CH3:40])[CH3:39])[CH2:28][O:1][C:2]1[CH:10]=[CH:9][C:8]2[N:7]3[CH2:11][CH2:12][CH:13]([CH2:14][C:15]([O:17][CH2:18][CH3:19])=[O:16])[C:6]3=[CH:5][C:4]=2[C:3]=1[CH3:20])#[N:35]. (4) Given the reactants [Br:1][C:2]1[CH:14]=[C:13]2[C:5]([C:6]3[CH:7]=[CH:8][C:9]([CH:19]=O)=[CH:10][C:11]=3[C:12]2([CH2:17][CH3:18])[CH2:15][CH3:16])=[CH:4][CH:3]=1.Cl.[NH2:22]O, predict the reaction product. The product is: [Br:1][C:2]1[CH:14]=[C:13]2[C:5]([C:6]3[CH:7]=[CH:8][C:9]([C:19]#[N:22])=[CH:10][C:11]=3[C:12]2([CH2:17][CH3:18])[CH2:15][CH3:16])=[CH:4][CH:3]=1. (5) Given the reactants [C:1]([NH:4][CH2:5][C:6]([OH:8])=O)(=[O:3])[CH3:2].Cl.[C:10]1([CH:16]2[C:21](=[O:22])[CH2:20][CH2:19][NH:18][CH2:17]2)[CH:15]=[CH:14][CH:13]=[CH:12][CH:11]=1.CCN(CC)CC.CCN=C=NCCCN(C)C.Cl, predict the reaction product. The product is: [O:8]=[C:6]([N:18]1[CH2:19][CH2:20][C:21](=[O:22])[CH:16]([C:10]2[CH:15]=[CH:14][CH:13]=[CH:12][CH:11]=2)[CH2:17]1)[CH2:5][NH:4][C:1](=[O:3])[CH3:2]. (6) Given the reactants C1C=CC(P(C2C=CC=CC=2)C2C=CC=CC=2)=CC=1.C[Si]([N:24]=[N+:25]=[N-:26])(C)C.[C:27]([CH2:29][CH2:30][NH:31][C:32](=O)[CH2:33][N:34]([CH2:42][CH3:43])[C:35](=[O:41])[O:36][C:37]([CH3:40])([CH3:39])[CH3:38])#[N:28].CC(OC(/N=N/C(OC(C)C)=O)=O)C, predict the reaction product. The product is: [C:27]([CH2:29][CH2:30][N:31]1[C:32]([CH2:33][N:34]([CH2:42][CH3:43])[C:35](=[O:41])[O:36][C:37]([CH3:40])([CH3:39])[CH3:38])=[N:26][N:25]=[N:24]1)#[N:28]. (7) Given the reactants [CH2:1]([O:5][C:6]([C:8]1[N:9]=[C:10](Br)[C:11]2[C:16]([C:17]=1[O:18][CH2:19][C:20]1[CH:25]=[CH:24][CH:23]=[CH:22][CH:21]=1)=[CH:15][CH:14]=[CH:13][CH:12]=2)=[O:7])[CH2:2][CH2:3][CH3:4].[CH3:27][CH:28]([CH3:33])[CH2:29]B(O)O.C([O-])([O-])=O.[K+].[K+], predict the reaction product. The product is: [CH2:1]([O:5][C:6]([C:8]1[N:9]=[C:10]([CH2:27][CH:28]([CH3:33])[CH3:29])[C:11]2[C:16]([C:17]=1[O:18][CH2:19][C:20]1[CH:25]=[CH:24][CH:23]=[CH:22][CH:21]=1)=[CH:15][CH:14]=[CH:13][CH:12]=2)=[O:7])[CH2:2][CH2:3][CH3:4].